This data is from Full USPTO retrosynthesis dataset with 1.9M reactions from patents (1976-2016). The task is: Predict the reactants needed to synthesize the given product. (1) Given the product [CH3:10][S:9][C:8]1[O:7][C:6]([C:11]([O:13][CH2:14][CH3:15])=[O:12])=[C:5]2[C:4]=1[C:3]1[N:27]=[C:19]([C:20]3[CH:25]=[CH:24][CH:23]=[CH:22][CH:21]=3)[S:26][C:2]=1[CH2:17][CH2:16]2, predict the reactants needed to synthesize it. The reactants are: Br[CH:2]1[CH2:17][CH2:16][C:5]2=[C:6]([C:11]([O:13][CH2:14][CH3:15])=[O:12])[O:7][C:8]([S:9][CH3:10])=[C:4]2[C:3]1=O.[C:19]([NH2:27])(=[S:26])[C:20]1[CH:25]=[CH:24][CH:23]=[CH:22][CH:21]=1.C(O)C. (2) Given the product [CH:7]([C:6]1[CH:5]=[CH:4][S:3][C:2]=1/[CH:11]=[CH:10]/[C:9]([O:13][C:14]([CH3:17])([CH3:16])[CH3:15])=[O:12])=[O:8], predict the reactants needed to synthesize it. The reactants are: Br[C:2]1[S:3][CH:4]=[CH:5][C:6]=1[CH:7]=[O:8].[C:9]([O:13][C:14]([CH3:17])([CH3:16])[CH3:15])(=[O:12])[CH:10]=[CH2:11].C(=O)([O-])[O-].[K+].[K+].